Task: Predict the reactants needed to synthesize the given product.. Dataset: Full USPTO retrosynthesis dataset with 1.9M reactions from patents (1976-2016) (1) Given the product [Br:1][C:2]1[CH:7]=[C:6]([CH3:8])[CH:5]=[C:4]([Br:9])[C:3]=1[CH2:25][C:24]1[CH:27]=[CH:28][C:21]([N+:18]([O-:20])=[O:19])=[CH:22][CH:23]=1, predict the reactants needed to synthesize it. The reactants are: [Br:1][C:2]1[CH:7]=[C:6]([CH3:8])[CH:5]=[C:4]([Br:9])[CH:3]=1.C([N-]C(C)C)(C)C.[Li+].[N+:18]([C:21]1[CH:28]=[CH:27][C:24]([CH2:25]Cl)=[CH:23][CH:22]=1)([O-:20])=[O:19].O. (2) Given the product [NH2:10][C:9]1[CH:8]=[C:5]([CH:4]=[C:3]([CH3:13])[C:2]=1[OH:1])[C:6]#[N:7], predict the reactants needed to synthesize it. The reactants are: [OH:1][C:2]1[C:9]([N+:10]([O-])=O)=[CH:8][C:5]([C:6]#[N:7])=[CH:4][C:3]=1[CH3:13].NN. (3) Given the product [CH:2]([C@H:3]1[CH2:7][O:6][C:5](=[O:8])[N:4]1[CH2:9][CH2:10][S:11][C:12]1[S:13][CH:14]=[C:15]([C:17]([O:19][CH2:20][CH3:21])=[O:18])[N:16]=1)=[O:1], predict the reactants needed to synthesize it. The reactants are: [OH:1][CH2:2][C@H:3]1[CH2:7][O:6][C:5](=[O:8])[N:4]1[CH2:9][CH2:10][S:11][C:12]1[S:13][CH:14]=[C:15]([C:17]([O:19][CH2:20][CH3:21])=[O:18])[N:16]=1.C(OCC)(=O)C.C(N(CC)CC)C.Cl.